From a dataset of Forward reaction prediction with 1.9M reactions from USPTO patents (1976-2016). Predict the product of the given reaction. (1) Given the reactants FC(F)(F)S(O[C:7]1[CH2:8][C@H:9]([CH3:20])[N:10]([C:13]([CH:15]2[CH2:19][CH2:18][CH2:17][CH2:16]2)=[O:14])[CH2:11][CH:12]=1)(=O)=O.[CH3:23][N:24]1[C:28]2=[N:29][CH:30]=[C:31]([N+:34]([O-:36])=[O:35])[C:32]([CH3:33])=[C:27]2[C:26](B2OC(C)(C)C(C)(C)O2)=[CH:25]1.[O-]P([O-])([O-])=O.[K+].[K+].[K+], predict the reaction product. The product is: [CH:15]1([C:13]([N:10]2[CH2:11][CH:12]=[C:7]([C:26]3[C:27]4[C:28](=[N:29][CH:30]=[C:31]([N+:34]([O-:36])=[O:35])[C:32]=4[CH3:33])[N:24]([CH3:23])[CH:25]=3)[CH2:8][C@@H:9]2[CH3:20])=[O:14])[CH2:19][CH2:18][CH2:17][CH2:16]1. (2) Given the reactants Br[C:2]1[CH:7]=[CH:6][C:5]([O:8][C:9]([F:12])([F:11])[F:10])=[CH:4][C:3]=1[F:13].[CH3:14][C:15]1([CH3:31])[C:19]([CH3:21])([CH3:20])[O:18][B:17]([B:17]2[O:18][C:19]([CH3:21])([CH3:20])[C:15]([CH3:31])([CH3:14])[O:16]2)[O:16]1.C([O-])(=O)C.[K+], predict the reaction product. The product is: [F:13][C:3]1[CH:4]=[C:5]([O:8][C:9]([F:12])([F:11])[F:10])[CH:6]=[CH:7][C:2]=1[B:17]1[O:18][C:19]([CH3:21])([CH3:20])[C:15]([CH3:31])([CH3:14])[O:16]1.